Predict the reaction yield, written as a fraction of the theoretical maximum amount of product (1.0 means a 100% yield; for example, 0.34 means a 34% yield). From a dataset of Reaction yield outcomes from USPTO patents with 853,638 reactions. (1) The reactants are [NH2:1][C:2]1[CH:7]=[CH:6][N:5]=[CH:4][C:3]=1[CH2:8][CH:9]([C:11]1[C:12](F)=[N:13][CH:14]=[CH:15][CH:16]=1)[OH:10].CC(C)([O-])C.[K+].[Na+].[Cl-].O.Cl. The catalyst is C1COCC1. The yield is 0.890. The product is [N:13]1[C:12]2[NH:1][C:2]3[CH:7]=[CH:6][N:5]=[CH:4][C:3]=3[CH2:8][CH:9]([OH:10])[C:11]=2[CH:16]=[CH:15][CH:14]=1. (2) The reactants are [N+:1]([C:4]1[CH:13]=[C:12]2[C:7]([C:8]([N:14]([CH2:28][CH2:29][N:30]([CH3:32])[CH3:31])[C:15](=[O:27])[C:16]3[C:21](OC)=[C:20]([O:24][CH3:25])[CH:19]=[CH:18][C:17]=3I)=[CH:9][CH:10]=[N:11]2)=[CH:6][CH:5]=1)([O-:3])=[O:2].C(Cl)(=O)[C:34](Cl)=[O:35].COC1C=C(C(I)=CC=1OC)C(O)=O.[N+](C1C=C2C(C(NCCN(C)C)=CC=N2)=CC=1)([O-])=O.C(N(CC)CC)C. The catalyst is C(Cl)Cl. The product is [CH3:25][O:24][C:20]1[C:19]([O:35][CH3:34])=[CH:18][C:17]2[C:9]3[C:8](=[C:7]4[CH:6]=[CH:5][C:4]([N+:1]([O-:3])=[O:2])=[CH:13][C:12]4=[N:11][CH:10]=3)[N:14]([CH2:28][CH2:29][N:30]([CH3:31])[CH3:32])[C:15](=[O:27])[C:16]=2[CH:21]=1. The yield is 0.530. (3) The reactants are [S:1]1[C:5]2[CH:6]=[CH:7][CH:8]=[CH:9][C:4]=2[C:3]([N:10]2[CH2:15][CH2:14][N:13]([CH2:16][CH2:17][C:18]3[CH:19]=[C:20]4[C:24](=[CH:25][CH:26]=3)[C:23]([CH3:28])([CH3:27])[CH:22]([NH2:29])[C:21]4([CH3:31])[CH3:30])[CH2:12][CH2:11]2)=[N:2]1.[C:32](OC(=O)C)(=[O:34])[CH3:33].C(N(CC)CC)C. The catalyst is C(Cl)Cl. The product is [S:1]1[C:5]2[CH:6]=[CH:7][CH:8]=[CH:9][C:4]=2[C:3]([N:10]2[CH2:15][CH2:14][N:13]([CH2:16][CH2:17][C:18]3[CH:19]=[C:20]4[C:24](=[CH:25][CH:26]=3)[C:23]([CH3:27])([CH3:28])[CH:22]([NH:29][C:32](=[O:34])[CH3:33])[C:21]4([CH3:31])[CH3:30])[CH2:12][CH2:11]2)=[N:2]1. The yield is 0.810. (4) The reactants are Br[C:2]1[S:10][C:9]2[C:4](=[N:5][CH:6]=[CH:7][C:8]=2[O:11][C:12]2[CH:17]=[CH:16][C:15]([N+:18]([O-:20])=[O:19])=[CH:14][C:13]=2[F:21])[CH:3]=1.CC1(C)C(C)(C)OB([C:30]2[CH:35]=[CH:34][C:33]([S:36]([CH3:39])(=[O:38])=[O:37])=[CH:32][CH:31]=2)O1.[F-].[Cs+].C([O-])(O)=O.[Na+]. The catalyst is COCCOC.O.C1C=CC([P]([Pd]([P](C2C=CC=CC=2)(C2C=CC=CC=2)C2C=CC=CC=2)([P](C2C=CC=CC=2)(C2C=CC=CC=2)C2C=CC=CC=2)[P](C2C=CC=CC=2)(C2C=CC=CC=2)C2C=CC=CC=2)(C2C=CC=CC=2)C2C=CC=CC=2)=CC=1. The product is [F:21][C:13]1[CH:14]=[C:15]([N+:18]([O-:20])=[O:19])[CH:16]=[CH:17][C:12]=1[O:11][C:8]1[CH:7]=[CH:6][N:5]=[C:4]2[CH:3]=[C:2]([C:30]3[CH:35]=[CH:34][C:33]([S:36]([CH3:39])(=[O:38])=[O:37])=[CH:32][CH:31]=3)[S:10][C:9]=12. The yield is 0.180. (5) The reactants are [C:1]([C:4]1[CH:21]=[CH:20][C:7]2[CH2:8][CH2:9][N:10]([C:13]([O:15][C:16]([CH3:19])([CH3:18])[CH3:17])=[O:14])[CH2:11][CH2:12][C:6]=2[CH:5]=1)(=[O:3])C.[OH-:22].[Na+].BrBr. The catalyst is O1CCOCC1. The product is [C:16]([O:15][C:13]([N:10]1[CH2:11][CH2:12][C:6]2[CH:5]=[C:4]([C:1]([OH:22])=[O:3])[CH:21]=[CH:20][C:7]=2[CH2:8][CH2:9]1)=[O:14])([CH3:17])([CH3:18])[CH3:19]. The yield is 1.00. (6) The reactants are [NH:1]1[C:9]2[C:4](=[CH:5][C:6](B(O)O)=[CH:7][CH:8]=2)[CH:3]=[CH:2]1.[NH2:13][C:14]1[N:15]=[C:16]([N:25]2[CH2:30][CH2:29][N:28]([C:31](=[O:41])[CH2:32][O:33][C:34]3[CH:39]=[CH:38][C:37]([Cl:40])=[CH:36][CH:35]=3)[CH2:27][CH2:26]2)[C:17]2[N:23]=[C:22](Cl)[CH:21]=[CH:20][C:18]=2[N:19]=1. No catalyst specified. The product is [NH2:13][C:14]1[N:15]=[C:16]([N:25]2[CH2:26][CH2:27][N:28]([C:31](=[O:41])[CH2:32][O:33][C:34]3[CH:39]=[CH:38][C:37]([Cl:40])=[CH:36][CH:35]=3)[CH2:29][CH2:30]2)[C:17]2[N:23]=[C:22]([C:6]3[CH:5]=[C:4]4[C:9](=[CH:8][CH:7]=3)[NH:1][CH:2]=[CH:3]4)[CH:21]=[CH:20][C:18]=2[N:19]=1. The yield is 0.600. (7) The reactants are [CH3:1][O:2][C:3]1[CH:9]=[CH:8][C:6]([NH2:7])=[CH:5][C:4]=1[CH3:10].C(O[CH:14]=[C:15]([C:21]([O:23][CH2:24][CH3:25])=[O:22])[C:16]([O:18][CH2:19][CH3:20])=[O:17])C. The catalyst is C(O)(C)C. The product is [CH3:1][O:2][C:3]1[CH:9]=[CH:8][C:6]([NH:7][CH:14]=[C:15]([C:16]([O:18][CH2:19][CH3:20])=[O:17])[C:21]([O:23][CH2:24][CH3:25])=[O:22])=[CH:5][C:4]=1[CH3:10]. The yield is 0.760. (8) The reactants are [CH:1]1[CH:2]=[CH:3][C:4]([C@@H:7]2[N:16]([C:17]([O:19][C@@H:20]3[CH:25]4[CH2:26][CH2:27][N:22]([CH2:23][CH2:24]4)[CH2:21]3)=[O:18])[CH2:15][CH2:14][C:13]3[CH:12]=[CH:11][CH:10]=[CH:9][C:8]2=3)=[CH:5][CH:6]=1.[C:28]([OH:35])(=[O:34])[CH2:29][CH2:30][C:31]([OH:33])=[O:32]. The catalyst is C(OC(C)C)(C)C. The product is [CH:1]1[CH:6]=[CH:5][C:4]([C@@H:7]2[N:16]([C:17]([O:19][C@@H:20]3[CH:25]4[CH2:24][CH2:23][N:22]([CH2:27][CH2:26]4)[CH2:21]3)=[O:18])[CH2:15][CH2:14][C:13]3[CH:12]=[CH:11][CH:10]=[CH:9][C:8]2=3)=[CH:3][CH:2]=1.[CH2:29]([C:28]([OH:35])=[O:34])[CH2:30][C:31]([OH:33])=[O:32]. The yield is 0.420. (9) The reactants are [CH2:1]([O:3][C:4]([C:6]1([NH:11][C:12]([CH:14]2[CH2:18][CH:17]([O:19][C:20]3[C:29]4[C:24](=[CH:25][C:26]([O:30][CH3:31])=[CH:27][CH:28]=4)[N:23]=[C:22]([C:32]4[CH:37]=[CH:36][CH:35]=[CH:34][CH:33]=4)[CH:21]=3)[CH2:16][N:15]2[C:38]([N:40]([CH2:49][CH2:50][CH2:51][CH2:52][CH2:53]C=C)[NH:41][C:42]([O:44][C:45]([CH3:48])([CH3:47])[CH3:46])=[O:43])=[O:39])=[O:13])[CH2:8][CH:7]1[CH:9]=[CH2:10])=[O:5])[CH3:2]. The catalyst is ClCCl.CC1C=C(C)C(N2C(=[Ru](Cl)(Cl)=CC3C=CC=CC=3OC(C)C)N(C3C(C)=CC(C)=CC=3C)CC2)=C(C)C=1. The product is [CH2:1]([O:3][C:4]([C:6]12[CH2:8][CH:7]1[CH:9]=[CH:10][CH2:53][CH2:52][CH2:51][CH2:50][CH2:49][N:40]([NH:41][C:42]([O:44][C:45]([CH3:47])([CH3:48])[CH3:46])=[O:43])[C:38](=[O:39])[N:15]1[CH:14]([CH2:18][CH:17]([O:19][C:20]3[C:29]4[C:24](=[CH:25][C:26]([O:30][CH3:31])=[CH:27][CH:28]=4)[N:23]=[C:22]([C:32]4[CH:33]=[CH:34][CH:35]=[CH:36][CH:37]=4)[CH:21]=3)[CH2:16]1)[C:12](=[O:13])[NH:11]2)=[O:5])[CH3:2]. The yield is 0.200.